Dataset: NCI-60 drug combinations with 297,098 pairs across 59 cell lines. Task: Regression. Given two drug SMILES strings and cell line genomic features, predict the synergy score measuring deviation from expected non-interaction effect. Drug 1: C1=CC(=CC=C1CCCC(=O)O)N(CCCl)CCCl. Drug 2: CS(=O)(=O)CCNCC1=CC=C(O1)C2=CC3=C(C=C2)N=CN=C3NC4=CC(=C(C=C4)OCC5=CC(=CC=C5)F)Cl. Cell line: NCI-H522. Synergy scores: CSS=34.2, Synergy_ZIP=-1.58, Synergy_Bliss=3.00, Synergy_Loewe=3.67, Synergy_HSA=5.69.